Dataset: Full USPTO retrosynthesis dataset with 1.9M reactions from patents (1976-2016). Task: Predict the reactants needed to synthesize the given product. (1) Given the product [F:1][C:2]1[CH:3]=[CH:4][CH:5]=[C:6]2[C:11]=1[NH:10][C:9](=[O:12])[N:8]([CH:13]1[CH2:18][CH2:17][N:16]([C:19]([O:21][CH:22]([C:34]3[CH:39]=[CH:38][CH:37]=[C:36]([CH2:42][CH:43]([CH3:45])[CH3:44])[N:35]=3)[CH2:23][C:24]3[CH:25]=[C:26]4[C:30](=[C:31]([CH3:33])[CH:32]=3)[NH:29][N:28]=[CH:27]4)=[O:20])[CH2:15][CH2:14]1)[CH2:7]2, predict the reactants needed to synthesize it. The reactants are: [F:1][C:2]1[CH:3]=[CH:4][CH:5]=[C:6]2[C:11]=1[NH:10][C:9](=[O:12])[N:8]([CH:13]1[CH2:18][CH2:17][N:16]([C:19]([O:21][CH:22]([C:34]3[CH:39]=[CH:38][CH:37]=[C:36](Br)[N:35]=3)[CH2:23][C:24]3[CH:25]=[C:26]4[C:30](=[C:31]([CH3:33])[CH:32]=3)[NH:29][N:28]=[CH:27]4)=[O:20])[CH2:15][CH2:14]1)[CH2:7]2.[Br-].[CH2:42]([Zn+])[CH:43]([CH3:45])[CH3:44]. (2) Given the product [O:9]=[C:7]1[C:6]2[C:15]([C:16]([OH:18])=[O:17])=[CH:14][O:10][C:5]=2[CH2:4][C:3]2([CH2:2][CH2:1]2)[CH2:8]1, predict the reactants needed to synthesize it. The reactants are: [CH2:1]1[C:3]2([CH2:8][C:7](=[O:9])[CH2:6][C:5](=[O:10])[CH2:4]2)[CH2:2]1.[OH-].[K+].Br[CH2:14][C:15](=O)[C:16]([OH:18])=[O:17]. (3) Given the product [C:1]([O:5][C:6]([N:8]1[CH2:12][C@H:11]([OH:13])[CH2:10][C@H:9]1[C:14](=[O:16])[NH:25][CH:26]1[CH2:31][CH2:30]1)=[O:7])([CH3:2])([CH3:3])[CH3:4], predict the reactants needed to synthesize it. The reactants are: [C:1]([O:5][C:6]([N:8]1[CH2:12][C@H:11]([OH:13])[CH2:10][C@H:9]1[C:14]([OH:16])=O)=[O:7])([CH3:4])([CH3:3])[CH3:2].C1CC[CH:26]([N:25]=C=[N:25][CH:26]2[CH2:31][CH2:30]CCC2)[CH2:31][CH2:30]1.C1C=CC2N(O)N=NC=2C=1.C1(N)CC1.CCN(C(C)C)C(C)C. (4) Given the product [ClH:38].[F:1][C:2]1[CH:3]=[CH:4][C:5]([CH2:8][O:9][C:10]2[CH:15]=[CH:14][N:13]([C:16]3[CH:17]=[CH:18][C:19]4[O:29][C:28]5[CH2:27][CH2:26][CH2:25][NH:24][CH2:23][C:22]=5[C:20]=4[CH:21]=3)[C:12](=[O:37])[CH:11]=2)=[N:6][CH:7]=1, predict the reactants needed to synthesize it. The reactants are: [F:1][C:2]1[CH:3]=[CH:4][C:5]([CH2:8][O:9][C:10]2[CH:15]=[CH:14][N:13]([C:16]3[CH:17]=[CH:18][C:19]4[O:29][C:28]5[CH2:27][CH2:26][CH2:25][N:24](C(OC(C)(C)C)=O)[CH2:23][C:22]=5[C:20]=4[CH:21]=3)[C:12](=[O:37])[CH:11]=2)=[N:6][CH:7]=1.[ClH:38]. (5) Given the product [N:12]1[CH:13]=[CH:14][CH:15]=[C:10]([C:6]2[CH:7]=[CH:8][CH:9]=[C:4]([NH2:1])[C:5]=2[NH2:16])[CH:11]=1, predict the reactants needed to synthesize it. The reactants are: [N+:1]([C:4]1[CH:9]=[CH:8][CH:7]=[C:6]([C:10]2[CH:11]=[N:12][CH:13]=[CH:14][CH:15]=2)[C:5]=1[NH2:16])([O-])=O. (6) The reactants are: [C:1]([C@@:3]1([OH:20])[C@H:7]([OH:8])[C@@H:6]([CH2:9][OH:10])[O:5][C@H:4]1[N:11]1[CH:16]=[CH:15][C:14]([O:17][CH3:18])=[N:13][C:12]1=[O:19])#[CH:2].CN(C1C2C(N(C)C)=CC=CC=2C=CC=1)C.[P:37](Cl)(Cl)(=[O:45])[O:38][C:39]1[CH:44]=[CH:43][CH:42]=[CH:41][CH:40]=1.[NH2:48][C@@H:49]([CH3:56])[C:50]([O:52][CH:53]([CH3:55])[CH3:54])=[O:51].C(N(CC)CC)C. Given the product [C:1]([C@:3]1([OH:20])[C@H:4]([N:11]2[CH:16]=[CH:15][C:14]([O:17][CH3:18])=[N:13][C:12]2=[O:19])[O:5][C@H:6]([CH2:9][O:10][P:37]([NH:48][C@@H:49]([CH3:56])[C:50]([O:52][CH:53]([CH3:55])[CH3:54])=[O:51])([O:38][C:39]2[CH:44]=[CH:43][CH:42]=[CH:41][CH:40]=2)=[O:45])[C@H:7]1[OH:8])#[CH:2], predict the reactants needed to synthesize it.